Task: Predict the product of the given reaction.. Dataset: Forward reaction prediction with 1.9M reactions from USPTO patents (1976-2016) (1) Given the reactants [Cl:1][C:2]1[CH:3]=[C:4]([CH:27]=[CH:28][C:29]=1[F:30])[NH:5][C:6]1[C:15]2[C:10](=[CH:11][C:12]([O:22][CH2:23][CH2:24][CH2:25]Cl)=[CH:13][C:14]=2[O:16][CH:17]2[CH2:21][CH2:20][O:19][CH2:18]2)[N:9]=[CH:8][N:7]=1.[NH:31]1[CH2:36][CH2:35][CH2:34][CH2:33][CH2:32]1, predict the reaction product. The product is: [Cl:1][C:2]1[CH:3]=[C:4]([CH:27]=[CH:28][C:29]=1[F:30])[NH:5][C:6]1[C:15]2[C:10](=[CH:11][C:12]([O:22][CH2:23][CH2:24][CH2:25][N:31]3[CH2:36][CH2:35][CH2:34][CH2:33][CH2:32]3)=[CH:13][C:14]=2[O:16][CH:17]2[CH2:21][CH2:20][O:19][CH2:18]2)[N:9]=[CH:8][N:7]=1. (2) The product is: [CH3:20][O:19][C:13]1[CH:14]=[C:15]2[C:10](=[CH:11][CH:12]=1)[C:9](=[O:21])[C:8]1[CH:7]=[CH:6][C:5]([C:1]#[N:2])=[CH:18][C:17]=1[O:16]2. Given the reactants [C-:1]#[N:2].[Na+].F[C:5]1[CH:6]=[CH:7][C:8]2[C:9](=[O:21])[C:10]3[C:15]([O:16][C:17]=2[CH:18]=1)=[CH:14][C:13]([O:19][CH3:20])=[CH:12][CH:11]=3, predict the reaction product. (3) Given the reactants Cl[C:2]1[CH:36]=[CH:35][C:5]([C:6]([NH:8][C:9]2[CH:14]=[C:13]([C:15]([N:17]3[CH2:20][CH:19]([C:21]4[CH:26]=[CH:25][C:24]([C:27]5[CH:28]=[N:29][N:30]([CH3:32])[CH:31]=5)=[CH:23][CH:22]=4)[CH2:18]3)=[O:16])[CH:12]=[CH:11][C:10]=2[O:33][CH3:34])=[O:7])=[CH:4][N:3]=1.[CH:37]([NH2:40])([CH3:39])[CH3:38], predict the reaction product. The product is: [CH:37]([NH:40][C:2]1[CH:36]=[CH:35][C:5]([C:6]([NH:8][C:9]2[CH:14]=[C:13]([C:15]([N:17]3[CH2:18][CH:19]([C:21]4[CH:22]=[CH:23][C:24]([C:27]5[CH:28]=[N:29][N:30]([CH3:32])[CH:31]=5)=[CH:25][CH:26]=4)[CH2:20]3)=[O:16])[CH:12]=[CH:11][C:10]=2[O:33][CH3:34])=[O:7])=[CH:4][N:3]=1)([CH3:39])[CH3:38]. (4) Given the reactants [NH2:1][C:2]1[C:6]([C:7]#[N:8])=[CH:5][N:4]([C:9]2[CH:14]=[CH:13][CH:12]=[CH:11][CH:10]=2)[N:3]=1.Br[C:16]1[CH:30]=[CH:29][C:19]([C:20]([N:22]2[CH2:27][CH2:26][N:25]([CH3:28])[CH2:24][CH2:23]2)=[O:21])=[CH:18][CH:17]=1, predict the reaction product. The product is: [CH3:28][N:25]1[CH2:26][CH2:27][N:22]([C:20]([C:19]2[CH:29]=[CH:30][C:16]([NH:1][C:2]3[C:6]([C:7]#[N:8])=[CH:5][N:4]([C:9]4[CH:10]=[CH:11][CH:12]=[CH:13][CH:14]=4)[N:3]=3)=[CH:17][CH:18]=2)=[O:21])[CH2:23][CH2:24]1. (5) Given the reactants [NH2:1][CH2:2][C@@H:3]1[C@H:7]2[O:8][C:9]([CH3:12])([CH3:11])[O:10][C@H:6]2[C@H:5]([N:13]2[CH:21]=[N:20][C:19]3[C:14]2=[N:15][CH:16]=[N:17][C:18]=3[NH2:22])[O:4]1.O=[C:24]1[CH2:27][CH:26]([CH2:28][CH2:29][C:30]([O:32][CH2:33][C:34]2[CH:39]=[CH:38][CH:37]=[CH:36][CH:35]=2)=[O:31])[CH2:25]1.C(O)(=O)C.C(O[BH-](OC(=O)C)OC(=O)C)(=O)C.[Na+], predict the reaction product. The product is: [NH2:22][C:18]1[N:17]=[CH:16][N:15]=[C:14]2[C:19]=1[N:20]=[CH:21][N:13]2[C@H:5]1[C@@H:6]2[O:10][C:9]([CH3:12])([CH3:11])[O:8][C@@H:7]2[C@@H:3]([CH2:2][NH:1][CH:24]2[CH2:27][CH:26]([CH2:28][CH2:29][C:30]([O:32][CH2:33][C:34]3[CH:35]=[CH:36][CH:37]=[CH:38][CH:39]=3)=[O:31])[CH2:25]2)[O:4]1. (6) Given the reactants [Cl:1][C:2]1[CH:3]=[C:4]([CH:10]([C:23]([F:26])([F:25])[F:24])/[CH:11]=[CH:12]/[C:13]2[CH:14]=[C:15]3[C:19](=[CH:20][CH:21]=2)[C:18](=O)[CH2:17][CH2:16]3)[CH:5]=[C:6]([Cl:9])[C:7]=1[F:8].[F:27][C:28]([F:33])([F:32])[CH2:29][CH2:30][NH2:31].[BH3-]C#N.[Na+], predict the reaction product. The product is: [Cl:1][C:2]1[CH:3]=[C:4]([CH:10]([C:23]([F:26])([F:25])[F:24])/[CH:11]=[CH:12]/[C:13]2[CH:14]=[C:15]3[C:19](=[CH:20][CH:21]=2)[CH:18]([NH:31][CH2:30][CH2:29][C:28]([F:33])([F:32])[F:27])[CH2:17][CH2:16]3)[CH:5]=[C:6]([Cl:9])[C:7]=1[F:8]. (7) Given the reactants [O:1]=[C:2]1[C:6]2([CH2:11][CH2:10][N:9](C(OC(C)(C)C)=O)[CH2:8][CH2:7]2)[N:5]([C:19]2[CH:24]=[CH:23][CH:22]=[CH:21][CH:20]=2)[CH2:4][N:3]1[CH2:25][C:26]1[CH:31]=[CH:30][CH:29]=[C:28]([C:32]([O:34][CH2:35][C:36](=[O:43])[N:37]2[CH2:42][CH2:41][CH2:40][CH2:39][CH2:38]2)=[O:33])[CH:27]=1.Cl, predict the reaction product. The product is: [O:1]=[C:2]1[C:6]2([CH2:11][CH2:10][NH:9][CH2:8][CH2:7]2)[N:5]([C:19]2[CH:20]=[CH:21][CH:22]=[CH:23][CH:24]=2)[CH2:4][N:3]1[CH2:25][C:26]1[CH:27]=[C:28]([CH:29]=[CH:30][CH:31]=1)[C:32]([O:34][CH2:35][C:36](=[O:43])[N:37]1[CH2:38][CH2:39][CH2:40][CH2:41][CH2:42]1)=[O:33]. (8) The product is: [CH:10]1[CH:11]=[N:6][CH:7]=[C:8]([CH:12]([NH2:5])[CH2:2][C:1]([OH:4])=[O:3])[CH:9]=1. Given the reactants [C:1]([O-:4])(=[O:3])[CH3:2].[NH4+:5].[N:6]1[CH:11]=[CH:10][CH:9]=[C:8]([CH:12]=O)[CH:7]=1.C(O)(=O)CC(O)=O.CO, predict the reaction product. (9) Given the reactants [CH3:1][NH2:2].[CH2:3]([O:10][C:11]1[C:12](=[O:20])[CH:13]=[C:14]([CH:17]([F:19])[F:18])O[CH:16]=1)[C:4]1[CH:9]=[CH:8][CH:7]=[CH:6][CH:5]=1.ClCCl, predict the reaction product. The product is: [CH2:3]([O:10][C:11]1[C:12](=[O:20])[CH:13]=[C:14]([CH:17]([F:19])[F:18])[N:2]([CH3:1])[CH:16]=1)[C:4]1[CH:9]=[CH:8][CH:7]=[CH:6][CH:5]=1.